Dataset: Reaction yield outcomes from USPTO patents with 853,638 reactions. Task: Predict the reaction yield, written as a fraction of the theoretical maximum amount of product (1.0 means a 100% yield; for example, 0.34 means a 34% yield). (1) The catalyst is CS(C)=O.C1C=CC(P(C2C=CC=CC=2)[C-]2C=CC=C2)=CC=1.C1C=CC(P(C2C=CC=CC=2)[C-]2C=CC=C2)=CC=1.Cl[Pd]Cl.[Fe+2].CCOC(C)=O. The reactants are Br[C:2]1[CH:7]=[CH:6][C:5]([C:8]2[NH:9][CH:10]=[CH:11][N:12]=2)=[CH:4][CH:3]=1.[B:13]1([B:13]2[O:17][C:16]([CH3:19])([CH3:18])[C:15]([CH3:21])([CH3:20])[O:14]2)[O:17][C:16]([CH3:19])([CH3:18])[C:15]([CH3:21])([CH3:20])[O:14]1.CC([O-])=O.[K+].C(Cl)Cl. The product is [CH3:20][C:15]1([CH3:21])[C:16]([CH3:19])([CH3:18])[O:17][B:13]([C:2]2[CH:7]=[CH:6][C:5]([C:8]3[NH:9][CH:10]=[CH:11][N:12]=3)=[CH:4][CH:3]=2)[O:14]1. The yield is 0.360. (2) The reactants are [C:1]([NH2:5])([CH3:4])([CH3:3])[CH3:2].C(N(CC)CC)C.[F:13][C:14]1[CH:19]=[CH:18][C:17]([S:20](Cl)(=[O:22])=[O:21])=[CH:16][CH:15]=1. The catalyst is C(Cl)Cl. The product is [C:1]([NH:5][S:20]([C:17]1[CH:18]=[CH:19][C:14]([F:13])=[CH:15][CH:16]=1)(=[O:22])=[O:21])([CH3:4])([CH3:3])[CH3:2]. The yield is 0.800. (3) The reactants are [CH2:1]([S:5](Cl)(=[O:7])=[O:6])[CH:2]([CH3:4])[CH3:3].FC(F)(F)C(O)=O.[CH3:16][S:17]([C:20]1[CH:41]=[CH:40][C:23]([O:24][C:25]2[N:30]=[CH:29][N:28]=[C:27]3[N:31]([CH:34]4[CH2:39][CH2:38][NH:37][CH2:36][CH2:35]4)[N:32]=[CH:33][C:26]=23)=[CH:22][CH:21]=1)(=[O:19])=[O:18].C(N(C(C)C)CC)(C)C. The catalyst is ClCCl. The product is [CH3:16][S:17]([C:20]1[CH:21]=[CH:22][C:23]([O:24][C:25]2[N:30]=[CH:29][N:28]=[C:27]3[N:31]([CH:34]4[CH2:35][CH2:36][N:37]([S:5]([CH2:1][CH:2]([CH3:4])[CH3:3])(=[O:7])=[O:6])[CH2:38][CH2:39]4)[N:32]=[CH:33][C:26]=23)=[CH:40][CH:41]=1)(=[O:19])=[O:18]. The yield is 0.430. (4) The reactants are [Cl:1][C:2]1[CH:7]=[CH:6][CH:5]=[CH:4][C:3]=1[S:8]([N:11]([C:18]1[CH:23]=[CH:22][CH:21]=[C:20]([O:24][CH3:25])[N:19]=1)[CH:12]1[CH2:17][CH2:16][NH:15][CH2:14][CH2:13]1)(=[O:10])=[O:9].CCN([CH:32]([CH3:34])[CH3:33])C(C)C. The catalyst is C1COCC1. The product is [Cl:1][C:2]1[CH:7]=[CH:6][CH:5]=[CH:4][C:3]=1[S:8]([N:11]([CH:12]1[CH2:13][CH2:14][N:15]([S:8]([C:3]2[CH:4]=[CH:5][C:34]([CH2:32][CH3:33])=[CH:7][CH:2]=2)(=[O:10])=[O:9])[CH2:16][CH2:17]1)[C:18]1[CH:23]=[CH:22][CH:21]=[C:20]([O:24][CH3:25])[N:19]=1)(=[O:9])=[O:10]. The yield is 0.460. (5) The reactants are I([O-])(=O)(=O)=O.[CH2:6]([O:13][C:14]1[C:15]([CH2:24][CH:25]=[O:26])=[CH:16][CH:17]=[C:18]2[C:23]=1[N:22]=[CH:21][CH:20]=[CH:19]2)[C:7]1[CH:12]=[CH:11][CH:10]=[CH:9][CH:8]=1.[C:27]1([Mg]Br)[CH:32]=[CH:31][CH:30]=[CH:29][CH:28]=1. The catalyst is O1CCCC1. The product is [CH2:6]([O:13][C:14]1[C:15]([CH2:24][CH:25]([C:27]2[CH:32]=[CH:31][CH:30]=[CH:29][CH:28]=2)[OH:26])=[CH:16][CH:17]=[C:18]2[C:23]=1[N:22]=[CH:21][CH:20]=[CH:19]2)[C:7]1[CH:8]=[CH:9][CH:10]=[CH:11][CH:12]=1. The yield is 0.340. (6) The reactants are [NH2:1][C@H:2]([C:4]([NH:6][CH:7]1[N:13]=[C:12]([C:14]2[CH:19]=[CH:18][CH:17]=[CH:16][CH:15]=2)[C:11]2[CH:20]=[CH:21][CH:22]=[CH:23][C:10]=2[N:9]([CH3:24])[C:8]1=[O:25])=[O:5])[CH3:3].[Cl:26][CH2:27][C:28](Cl)=[O:29]. The catalyst is C(Cl)Cl. The product is [Cl:26][CH2:27][C:28]([NH:1][C@H:2]([C:4]([NH:6][CH:7]1[N:13]=[C:12]([C:14]2[CH:19]=[CH:18][CH:17]=[CH:16][CH:15]=2)[C:11]2[CH:20]=[CH:21][CH:22]=[CH:23][C:10]=2[N:9]([CH3:24])[C:8]1=[O:25])=[O:5])[CH3:3])=[O:29]. The yield is 0.980. (7) The reactants are [OH:1][C:2]1[CH:3]=[C:4]([CH2:9][C:10]#[N:11])[CH:5]=[CH:6][C:7]=1[OH:8].CO[C:14](OC)([CH3:16])[CH3:15].CC1C=CC(S(O)(=O)=O)=CC=1. The catalyst is C1(C)C=CC=CC=1. The product is [CH3:15][C:14]1([CH3:16])[O:8][C:7]2[CH:6]=[CH:5][C:4]([CH2:9][C:10]#[N:11])=[CH:3][C:2]=2[O:1]1. The yield is 0.200. (8) The reactants are [CH2:1]1[C:10]2[C:5](=[CH:6][CH:7]=[CH:8][CH:9]=2)[CH2:4][CH2:3][N:2]1[CH2:11][CH:12]([OH:35])[CH2:13][NH:14][C:15]([C:17]1[CH:18]=[C:19]([CH:23]2[CH2:27][CH2:26][N:25](C(OC(C)(C)C)=O)[CH2:24]2)[CH:20]=[CH:21][CH:22]=1)=[O:16].C(O)(C(F)(F)F)=O. The catalyst is C(Cl)Cl. The product is [CH2:1]1[C:10]2[C:5](=[CH:6][CH:7]=[CH:8][CH:9]=2)[CH2:4][CH2:3][N:2]1[CH2:11][CH:12]([OH:35])[CH2:13][NH:14][C:15](=[O:16])[C:17]1[CH:22]=[CH:21][CH:20]=[C:19]([CH:23]2[CH2:27][CH2:26][NH:25][CH2:24]2)[CH:18]=1. The yield is 0.250. (9) The reactants are [F:1][C:2]1[CH:7]=[CH:6][C:5]([F:8])=[CH:4][C:3]=1[C@H:9]1[CH2:13][CH2:12][CH2:11][N:10]1[C:14]1[CH:19]=[CH:18][N:17]2[N:20]=[CH:21][C:22]([NH2:23])=[C:16]2[N:15]=1.C1N=CN([C:29]([N:31]2[CH:35]=N[CH:33]=[CH:32]2)=[O:30])C=1.N1CC[C@H:38]([OH:41])C1. The catalyst is C(Cl)Cl. The product is [F:1][C:2]1[CH:7]=[CH:6][C:5]([F:8])=[CH:4][C:3]=1[C@H:9]1[CH2:13][CH2:12][CH2:11][N:10]1[C:14]1[CH:19]=[CH:18][N:17]2[N:20]=[CH:21][C:22]([NH:23][C:29]([N:31]3[CH2:32][CH2:33][C@H:38]([OH:41])[CH2:35]3)=[O:30])=[C:16]2[N:15]=1. The yield is 0.740.